From a dataset of Full USPTO retrosynthesis dataset with 1.9M reactions from patents (1976-2016). Predict the reactants needed to synthesize the given product. (1) Given the product [O:10]=[C:4]1[CH:5]2[CH2:9][CH:8]([CH2:7][CH2:6]2)[C:2]([O:3][C:24](=[O:25])[C:23]2[CH:27]=[CH:28][C:29]([C:31]([F:34])([F:32])[F:33])=[N:30][C:22]=2[CH3:21])=[CH:1]1, predict the reactants needed to synthesize it. The reactants are: [CH2:1]=[C:2]1[CH:8]2[CH2:9][CH:5]([CH2:6][CH2:7]2)[C:4](=[O:10])[O:3]1.C(N(CC)CC)C.[C-]#N.[K+].[CH3:21][C:22]1[N:30]=[C:29]([C:31]([F:34])([F:33])[F:32])[CH:28]=[CH:27][C:23]=1[C:24](Cl)=[O:25]. (2) Given the product [CH2:3]([O:10][C:11]([CH:13]1[CH2:18][CH2:17][CH:16]([CH2:19][CH2:20][OH:21])[CH2:15][CH2:14]1)=[O:12])[C:4]1[CH:9]=[CH:8][CH:7]=[CH:6][CH:5]=1, predict the reactants needed to synthesize it. The reactants are: [BH4-].[Na+].[CH2:3]([O:10][C:11]([CH:13]1[CH2:18][CH2:17][CH:16]([CH2:19][CH:20]=[O:21])[CH2:15][CH2:14]1)=[O:12])[C:4]1[CH:9]=[CH:8][CH:7]=[CH:6][CH:5]=1. (3) Given the product [C:48]([C:55]1([NH:22][C:20](=[O:21])[C@H:14]([CH2:15][C:16]([F:19])([CH3:18])[CH3:17])[NH:13][C@@H:8]([C:5]2[CH:6]=[CH:7][C:2]([C:33]3[CH:34]=[CH:35][C:30]([S:29][CH3:28])=[CH:31][CH:32]=3)=[CH:3][CH:4]=2)[C:9]([F:12])([F:11])[F:10])[CH2:54][CH2:39]1)#[N:46], predict the reactants needed to synthesize it. The reactants are: Br[C:2]1[CH:7]=[CH:6][C:5]([C@H:8]([N:13](C2(C#N)CC2)[C@H:14]([C:20]([NH2:22])=[O:21])[CH2:15][C:16]([F:19])([CH3:18])[CH3:17])[C:9]([F:12])([F:11])[F:10])=[CH:4][CH:3]=1.[CH3:28][S:29][C:30]1[CH:35]=[CH:34][C:33](B(O)O)=[CH:32][CH:31]=1.[C:39]([O-])([O-])=O.[Na+].[Na+].C[N:46]([CH:48]=O)C.C(O[CH2:54][CH3:55])(=O)C.